This data is from NCI-60 drug combinations with 297,098 pairs across 59 cell lines. The task is: Regression. Given two drug SMILES strings and cell line genomic features, predict the synergy score measuring deviation from expected non-interaction effect. Drug 1: CNC(=O)C1=CC=CC=C1SC2=CC3=C(C=C2)C(=NN3)C=CC4=CC=CC=N4. Drug 2: C1CN(P(=O)(OC1)NCCCl)CCCl. Cell line: SF-268. Synergy scores: CSS=-1.11, Synergy_ZIP=0.575, Synergy_Bliss=-0.732, Synergy_Loewe=-8.74, Synergy_HSA=-3.67.